This data is from Forward reaction prediction with 1.9M reactions from USPTO patents (1976-2016). The task is: Predict the product of the given reaction. (1) Given the reactants [Cl:1][C:2]1[CH:7]=[CH:6][C:5]([CH2:8][OH:9])=[C:4]([N+:10]([O-])=O)[CH:3]=1, predict the reaction product. The product is: [NH2:10][C:4]1[CH:3]=[C:2]([Cl:1])[CH:7]=[CH:6][C:5]=1[CH2:8][OH:9]. (2) Given the reactants C(OC([NH:8][C:9]1[O:17][C:16]2[C:11](=[N:12][CH:13]=[C:14]([CH:18]3[CH2:21][CH2:20][CH2:19]3)[CH:15]=2)[C:10]=1[C:22]([OH:24])=O)=O)(C)(C)C.[NH2:25][C:26]1[CH:27]=[N:28][CH:29]=[CH:30][C:31]=1[N:32]1[CH2:37][C@H:36]([C:38]([F:41])([F:40])[F:39])[CH2:35][C@H:34]([NH:42]C(=O)OC(C)(C)C)[CH2:33]1, predict the reaction product. The product is: [NH2:8][C:9]1[O:17][C:16]2[C:11](=[N:12][CH:13]=[C:14]([CH:18]3[CH2:19][CH2:20][CH2:21]3)[CH:15]=2)[C:10]=1[C:22]([NH:25][C:26]1[CH:27]=[N:28][CH:29]=[CH:30][C:31]=1[N:32]1[CH2:37][C@H:36]([C:38]([F:41])([F:40])[F:39])[CH2:35][C@H:34]([NH2:42])[CH2:33]1)=[O:24]. (3) Given the reactants [CH2:1]([O:3][C:4]1[C:5]([F:13])=[C:6]2[CH:12]=[CH:11][NH:10][C:7]2=[N:8][CH:9]=1)[CH3:2].[N+:14]([O-])([OH:16])=[O:15], predict the reaction product. The product is: [CH2:1]([O:3][C:4]1[C:5]([F:13])=[C:6]2[C:12]([N+:14]([O-:16])=[O:15])=[CH:11][NH:10][C:7]2=[N:8][CH:9]=1)[CH3:2]. (4) Given the reactants FC(F)(F)S(O[C:7]1[CH:16]=[C:15]2[C:10]([CH:11]([C:29]3[CH:34]=[CH:33][C:32]([Cl:35])=[C:31]([Cl:36])[CH:30]=3)[CH2:12][N:13]([S:17]([C:20]3[CH:25]=[CH:24][CH:23]=[CH:22][C:21]=3[N+:26]([O-:28])=[O:27])(=[O:19])=[O:18])[CH2:14]2)=[CH:9][CH:8]=1)(=O)=O.[B:39]1([B:39]2[O:43][C:42]([CH3:45])([CH3:44])[C:41]([CH3:47])([CH3:46])[O:40]2)[O:43][C:42]([CH3:45])([CH3:44])[C:41]([CH3:47])([CH3:46])[O:40]1.C([O-])(=O)C.[K+], predict the reaction product. The product is: [Cl:36][C:31]1[CH:30]=[C:29]([CH:11]2[C:10]3[C:15](=[CH:16][C:7]([B:39]4[O:43][C:42]([CH3:45])([CH3:44])[C:41]([CH3:47])([CH3:46])[O:40]4)=[CH:8][CH:9]=3)[CH2:14][N:13]([S:17]([C:20]3[CH:25]=[CH:24][CH:23]=[CH:22][C:21]=3[N+:26]([O-:28])=[O:27])(=[O:18])=[O:19])[CH2:12]2)[CH:34]=[CH:33][C:32]=1[Cl:35].